This data is from Full USPTO retrosynthesis dataset with 1.9M reactions from patents (1976-2016). The task is: Predict the reactants needed to synthesize the given product. (1) Given the product [CH3:1][O:2][C:3]1[C:11]2[C:6](=[CH:7][C:8]([CH:12]([C:18]3[CH:19]=[N:20][CH:21]=[CH:22][CH:23]=3)[CH2:13][CH2:14][NH:16][CH3:17])=[CH:9][CH:10]=2)[NH:5][N:4]=1, predict the reactants needed to synthesize it. The reactants are: [CH3:1][O:2][C:3]1[C:11]2[C:6](=[CH:7][C:8]([CH:12]([C:18]3[CH:19]=[N:20][CH:21]=[CH:22][CH:23]=3)[CH2:13][C:14]([NH:16][CH3:17])=O)=[CH:9][CH:10]=2)[NH:5][N:4]=1.C(O)(C(F)(F)F)=O.N1C2C(=CC=CC=2C(C2C=CC=CC=2)CCNC)C=C1. (2) Given the product [Br:1][C:2]1[C:6]2[N:7]=[CH:8][N:9]=[C:10]([NH2:12])[C:5]=2[S:4][CH:3]=1, predict the reactants needed to synthesize it. The reactants are: [Br:1][C:2]1[C:6]2[N:7]=[CH:8][N:9]=[C:10](Cl)[C:5]=2[S:4][CH:3]=1.[NH3:12]. (3) Given the product [C:1]([C:5]1[CH:9]=[C:8]([C:10]([O:12][CH2:13][CH3:14])=[O:11])[N:7]([C:15]2[CH:16]=[C:17]3[C:22](=[CH:23][CH:24]=2)[N:21]=[C:20]([NH:38][CH3:37])[CH:19]=[CH:18]3)[N:6]=1)([CH3:2])([CH3:4])[CH3:3], predict the reactants needed to synthesize it. The reactants are: [C:1]([C:5]1[CH:9]=[C:8]([C:10]([O:12][CH2:13][CH3:14])=[O:11])[N:7]([C:15]2[CH:16]=[C:17]3[C:22](=[CH:23][CH:24]=2)[N:21]=[C:20](OS(C(F)(F)F)(=O)=O)[CH:19]=[CH:18]3)[N:6]=1)([CH3:4])([CH3:3])[CH3:2].CN.Cl.C[CH2:37][N:38](CC)CC.CN(C=O)C. (4) Given the product [OH:14][NH:13][C:10]([C:8]1[CH:7]=[CH:6][C:5]2[O:15][CH2:2][O:3][C:4]=2[CH:9]=1)=[NH:11], predict the reactants needed to synthesize it. The reactants are: O1[C:5]2[CH:6]=[CH:7][C:8]([C:10]#[N:11])=[CH:9][C:4]=2[O:3][CH2:2]1.Cl.[NH2:13][OH:14].[OH-:15].[Na+]. (5) Given the product [F:8][C:6]1[CH:5]=[CH:4][C:3]([O:9][CH3:10])=[C:2]([C:17]([OH:18])([CH3:19])[CH3:16])[CH:7]=1, predict the reactants needed to synthesize it. The reactants are: Br[C:2]1[CH:7]=[C:6]([F:8])[CH:5]=[CH:4][C:3]=1[O:9][CH3:10].C([Li])CCC.[CH3:16][C:17]([CH3:19])=[O:18]. (6) Given the product [Cl:1][C:2]1[CH:7]=[CH:6][CH:5]=[C:4]([Cl:8])[C:3]=1[C:9](=[O:11])[CH2:10][C:12](=[O:18])[C:13]([O:15][CH2:16][CH3:17])=[O:14], predict the reactants needed to synthesize it. The reactants are: [Cl:1][C:2]1[CH:7]=[CH:6][CH:5]=[C:4]([Cl:8])[C:3]=1[C:9](=[O:11])[CH3:10].[C:12](OCC)(=[O:18])[C:13]([O:15][CH2:16][CH3:17])=[O:14].[H-].[Na+]. (7) Given the product [CH3:1][C:2]1([CH3:38])[O:6][CH:5]([CH2:7][NH:8][C:9]([C:11]2[CH:12]=[CH:13][C:14]([F:37])=[C:15]([NH:17][C:18]([C:20]3[N:24]4[CH:25]=[CH:26][C:27]([C:29]5[CH:30]=[N:31][CH:32]=[C:33]([CH2:35][NH:45][CH:42]6[CH2:43][CH2:44][O:39][CH2:40][CH2:41]6)[CH:34]=5)=[CH:28][C:23]4=[N:22][CH:21]=3)=[O:19])[CH:16]=2)=[O:10])[CH2:4][CH2:3]1, predict the reactants needed to synthesize it. The reactants are: [CH3:1][C:2]1([CH3:38])[O:6][CH:5]([CH2:7][NH:8][C:9]([C:11]2[CH:12]=[CH:13][C:14]([F:37])=[C:15]([NH:17][C:18]([C:20]3[N:24]4[CH:25]=[CH:26][C:27]([C:29]5[CH:30]=[N:31][CH:32]=[C:33]([CH:35]=O)[CH:34]=5)=[CH:28][C:23]4=[N:22][CH:21]=3)=[O:19])[CH:16]=2)=[O:10])[CH2:4][CH2:3]1.[O:39]1[CH2:44][CH2:43][CH:42]([NH2:45])[CH2:41][CH2:40]1.C(O)(=O)C.B.N1C=CC=CC=1C. (8) Given the product [CH3:20][O:19][C:16]1[CH:17]=[CH:18][C:13]([N:11]([CH3:12])[C:8]2[C:9]3[S:10][C:2]([C:23]4[CH:22]=[N:21][CH:26]=[CH:25][CH:24]=4)=[CH:3][C:4]=3[N:5]=[CH:6][N:7]=2)=[CH:14][CH:15]=1, predict the reactants needed to synthesize it. The reactants are: I[C:2]1[S:10][C:9]2[C:8]([N:11]([C:13]3[CH:18]=[CH:17][C:16]([O:19][CH3:20])=[CH:15][CH:14]=3)[CH3:12])=[N:7][CH:6]=[N:5][C:4]=2[CH:3]=1.[N:21]1[CH:26]=[CH:25][CH:24]=[C:23](B(O)O)[CH:22]=1.C(=O)([O-])[O-].[Na+].[Na+]. (9) Given the product [ClH:1].[CH3:3][O:4][C:5]1[CH:10]=[CH:9][C:8]([C:11]2[CH:12]=[CH:13][C:14]([C:17]#[N:18])=[CH:15][CH:16]=2)=[CH:7][C:6]=1[CH2:19][NH:20][C@H:21]1[CH2:26][CH2:25][N:24]([C:27]([CH:29]2[CH2:30][CH2:31][N:32]([C:47](=[O:48])[CH2:46][N:41]3[CH:45]=[N:44][CH:43]=[N:42]3)[CH2:33][CH2:34]2)=[O:28])[CH2:23][C@H:22]1[C:35]1[CH:40]=[CH:39][CH:38]=[CH:37][CH:36]=1, predict the reactants needed to synthesize it. The reactants are: [ClH:1].Cl.[CH3:3][O:4][C:5]1[CH:10]=[CH:9][C:8]([C:11]2[CH:16]=[CH:15][C:14]([C:17]#[N:18])=[CH:13][CH:12]=2)=[CH:7][C:6]=1[CH2:19][NH:20][C@H:21]1[CH2:26][CH2:25][N:24]([C:27]([CH:29]2[CH2:34][CH2:33][NH:32][CH2:31][CH2:30]2)=[O:28])[CH2:23][C@H:22]1[C:35]1[CH:40]=[CH:39][CH:38]=[CH:37][CH:36]=1.[N:41]1([CH2:46][C:47](O)=[O:48])[CH:45]=[N:44][CH:43]=[N:42]1.Cl.C(OCC)(=O)C.